This data is from Reaction yield outcomes from USPTO patents with 853,638 reactions. The task is: Predict the reaction yield, written as a fraction of the theoretical maximum amount of product (1.0 means a 100% yield; for example, 0.34 means a 34% yield). (1) The reactants are [NH2:1][C@H:2]1[C:11]2[C:6](=[CH:7][CH:8]=[C:9]([N:12]3[CH2:17][CH2:16][O:15][CH2:14][CH2:13]3)[CH:10]=2)[N:5]([C:18](=[O:20])[CH3:19])[C@@H:4]([CH3:21])[C@@H:3]1[CH3:22].Cl[C:24]1[CH:29]=[CH:28][CH:27]=[C:26]([CH3:30])[N:25]=1.CC(C)([O-])C.[Na+].CN(C1C(C2C(P(C3CCCCC3)C3CCCCC3)=CC=CC=2)=CC=CC=1)C. The catalyst is C1C=CC(/C=C/C(/C=C/C2C=CC=CC=2)=O)=CC=1.C1C=CC(/C=C/C(/C=C/C2C=CC=CC=2)=O)=CC=1.C1C=CC(/C=C/C(/C=C/C2C=CC=CC=2)=O)=CC=1.[Pd].[Pd].O1CCOCC1. The product is [CH3:21][C@H:4]1[C@H:3]([CH3:22])[C@@H:2]([NH:1][C:24]2[CH:29]=[CH:28][CH:27]=[C:26]([CH3:30])[N:25]=2)[C:11]2[C:6](=[CH:7][CH:8]=[C:9]([N:12]3[CH2:13][CH2:14][O:15][CH2:16][CH2:17]3)[CH:10]=2)[N:5]1[C:18](=[O:20])[CH3:19]. The yield is 0.420. (2) The reactants are Cl.[CH3:2][O:3][C:4]1[C:5](=[O:19])[C:6]([C:16]([OH:18])=O)=[N:7][N:8]([C:10]2[CH:11]=[N:12][CH:13]=[CH:14][CH:15]=2)[CH:9]=1.Cl.[CH3:21][NH:22][O:23][CH3:24].F[B-](F)(F)F.N1(OC(N(C)C)=[N+](C)C)C2C=CC=CC=2N=N1. The catalyst is CN(C=O)C.CCOC(C)=O. The product is [CH3:24][O:23][N:22]([CH3:21])[C:16]([C:6]1[C:5](=[O:19])[C:4]([O:3][CH3:2])=[CH:9][N:8]([C:10]2[CH:11]=[N:12][CH:13]=[CH:14][CH:15]=2)[N:7]=1)=[O:18]. The yield is 0.790. (3) The product is [C:1]([C:5]1[CH:14]=[CH:13][C:8]([C:9]([O:11][CH3:12])=[O:10])=[C:7]([O:15][C:17]2[CH:22]=[CH:21][CH:20]=[C:19]([C:23]([F:26])([F:25])[F:24])[N:18]=2)[CH:6]=1)([CH3:4])([CH3:2])[CH3:3]. The yield is 0.410. The catalyst is CN(C=O)C.O. The reactants are [C:1]([C:5]1[CH:14]=[CH:13][C:8]([C:9]([O:11][CH3:12])=[O:10])=[C:7]([OH:15])[CH:6]=1)([CH3:4])([CH3:3])[CH3:2].F[C:17]1[CH:22]=[CH:21][CH:20]=[C:19]([C:23]([F:26])([F:25])[F:24])[N:18]=1.C([O-])([O-])=O.[Cs+].[Cs+]. (4) The catalyst is CS(C)=O. The product is [N+:8]([C:5]1[N:6]=[CH:7][C:2]([N:20]2[CH2:19][CH2:18][N:17]([C:23]([O:25][C:26]([CH3:29])([CH3:28])[CH3:27])=[O:24])[CH2:22][CH2:21]2)=[CH:3][CH:4]=1)([O-:10])=[O:9]. The yield is 0.370. The reactants are Br[C:2]1[CH:3]=[CH:4][C:5]([N+:8]([O-:10])=[O:9])=[N:6][CH:7]=1.C([O-])([O-])=O.[K+].[K+].[N:17]1([C:23]([O:25][C:26]([CH3:29])([CH3:28])[CH3:27])=[O:24])[CH2:22][CH2:21][NH:20][CH2:19][CH2:18]1.O. (5) The reactants are N(C(OCC)=O)=NC(OCC)=O.[OH:13][C@@H:14]1[CH2:18][CH2:17][N:16]([C:19]([O:21][C:22]([CH3:25])([CH3:24])[CH3:23])=[O:20])[CH2:15]1.O[N:27]1[C:35](=[O:36])[C:34]2[C:29](=[CH:30][CH:31]=[CH:32][CH:33]=2)[C:28]1=[O:37].C1(P(C2C=CC=CC=2)C2C=CC=CC=2)C=CC=CC=1. The catalyst is O1CCCC1. The product is [O:37]=[C:28]1[C:29]2[C:34](=[CH:33][CH:32]=[CH:31][CH:30]=2)[C:35](=[O:36])[N:27]1[O:13][C@H:14]1[CH2:18][CH2:17][N:16]([C:19]([O:21][C:22]([CH3:25])([CH3:24])[CH3:23])=[O:20])[CH2:15]1. The yield is 0.410. (6) The reactants are [CH3:1][O:2][CH2:3][CH2:4][O:5][C:6]1[CH:23]=[CH:22][C:9]([O:10][CH2:11][C:12]2[CH:17]=[C:16]([Cl:18])[CH:15]=[CH:14][C:13]=2B(O)O)=[CH:8][CH:7]=1.[O-]P([O-])([O-])=O.[K+].[K+].[K+].O1CCOCC1.[CH3:38][O:39][C:40](=[O:46])/[C:41](/I)=[CH:42]\[O:43][CH3:44]. The catalyst is [Pd].C1(P(C2C=CC=CC=2)C2C=CC=CC=2)C=CC=CC=1.C1(P(C2C=CC=CC=2)C2C=CC=CC=2)C=CC=CC=1.C1(P(C2C=CC=CC=2)C2C=CC=CC=2)C=CC=CC=1.C1(P(C2C=CC=CC=2)C2C=CC=CC=2)C=CC=CC=1.C(OCC)(=O)C.O. The product is [CH3:38][O:39][C:40](=[O:46])/[C:41](/[C:13]1[CH:14]=[CH:15][C:16]([Cl:18])=[CH:17][C:12]=1[CH2:11][O:10][C:9]1[CH:22]=[CH:23][C:6]([O:5][CH2:4][CH2:3][O:2][CH3:1])=[CH:7][CH:8]=1)=[CH:42]/[O:43][CH3:44]. The yield is 0.710. (7) The reactants are Cl[C:2]1[N:10]=[C:9]([Cl:11])[CH:8]=[CH:7][C:3]=1[C:4]([OH:6])=[O:5].[OH-].[NH4+:13]. No catalyst specified. The product is [NH2:13][C:2]1[N:10]=[C:9]([Cl:11])[CH:8]=[CH:7][C:3]=1[C:4]([OH:6])=[O:5]. The yield is 0.340. (8) The reactants are [Mg].Br[C:3]1[C:8]([CH:9]([CH3:11])[CH3:10])=[CH:7][C:6]([CH:12]([CH3:14])[CH3:13])=[CH:5][C:4]=1[CH:15]([CH3:17])[CH3:16].F[C:19]1[CH:24]=[CH:23][CH:22]=[C:21]([O:25][CH3:26])[CH:20]=1.[Li]CCCC.[CH3:32][CH2:33][CH2:34][CH2:35][CH2:36][CH3:37].[I:38]I. The catalyst is [H-].C([Al+]CC(C)C)C(C)C.C1COCC1. The product is [I:38][C:20]1[C:21]([O:25][CH3:26])=[CH:22][CH:23]=[CH:24][C:19]=1[C:3]1[C:8]([CH:9]([CH3:11])[CH3:10])=[CH:7][C:6]([CH:12]([CH3:14])[CH3:13])=[C:5]([C:34]2[CH:33]=[CH:32][CH:37]=[CH:36][CH:35]=2)[C:4]=1[CH:15]([CH3:17])[CH3:16]. The yield is 0.400. (9) The reactants are [CH2:1]([C@@:4]1([C:20]2[CH:25]=[CH:24][CH:23]=[CH:22][CH:21]=2)[O:9][C:8](=[O:10])[N:7]([C@H:11]([C:13]2[CH:18]=[CH:17][C:16]([Br:19])=[CH:15][CH:14]=2)[CH3:12])[CH2:6][CH2:5]1)[CH:2]=[CH2:3].[O:26]1CCCC1. No catalyst specified. The product is [Br:19][C:16]1[CH:15]=[CH:14][C:13]([C@@H:11]([N:7]2[CH2:6][CH2:5][C@:4]([CH2:1][CH2:2][CH2:3][OH:26])([C:20]3[CH:25]=[CH:24][CH:23]=[CH:22][CH:21]=3)[O:9][C:8]2=[O:10])[CH3:12])=[CH:18][CH:17]=1. The yield is 0.400.